From a dataset of Reaction yield outcomes from USPTO patents with 853,638 reactions. Predict the reaction yield, written as a fraction of the theoretical maximum amount of product (1.0 means a 100% yield; for example, 0.34 means a 34% yield). (1) The reactants are [CH3:1][O:2][C:3]([C:5]1[C:10]([O:11][CH2:12][C:13]2[CH:18]=[CH:17][CH:16]=[CH:15][CH:14]=2)=[C:9]([NH2:19])[CH:8]=[C:7]([Br:20])[N:6]=1)=[O:4].[C:21](OC(=O)C)(=[O:23])[CH3:22]. No catalyst specified. The product is [CH3:1][O:2][C:3]([C:5]1[C:10]([O:11][CH2:12][C:13]2[CH:14]=[CH:15][CH:16]=[CH:17][CH:18]=2)=[C:9]([NH:19][C:21](=[O:23])[CH3:22])[CH:8]=[C:7]([Br:20])[N:6]=1)=[O:4]. The yield is 0.750. (2) The reactants are [C:1]([C:3]1[C:8]2[N:9]([CH:36]3[CH2:40][CH2:39][CH2:38][CH2:37]3)[C:10]3[N:11]=[C:12]([NH:16][C:17]4[N:22]=[CH:21][C:20]([N:23]5[CH2:28][CH2:27][N:26](C(OC(C)(C)C)=O)[CH2:25][CH2:24]5)=[CH:19][CH:18]=4)[N:13]=[CH:14][C:15]=3[C:7]=2[CH:6]=[CH:5][N:4]=1)#[N:2].Cl. The catalyst is CO. The product is [CH:36]1([N:9]2[C:10]3[N:11]=[C:12]([NH:16][C:17]4[CH:18]=[CH:19][C:20]([N:23]5[CH2:24][CH2:25][NH:26][CH2:27][CH2:28]5)=[CH:21][N:22]=4)[N:13]=[CH:14][C:15]=3[C:7]3[CH:6]=[CH:5][N:4]=[C:3]([C:1]#[N:2])[C:8]2=3)[CH2:37][CH2:38][CH2:39][CH2:40]1. The yield is 0.910. (3) The reactants are Br[C:2]1[CH:7]=[C:6]([Cl:8])[CH:5]=[CH:4][C:3]=1[CH2:9][C:10]([O:12][CH2:13][C:14]1[CH:19]=[CH:18][CH:17]=[CH:16][CH:15]=1)=[O:11].[S:20]1[CH:24]=[CH:23][C:22](B(O)O)=[CH:21]1.[F-].[Cs+]. The catalyst is COCCOC.O.C(OCC)(=O)C.C1C=CC([P]([Pd]([P](C2C=CC=CC=2)(C2C=CC=CC=2)C2C=CC=CC=2)([P](C2C=CC=CC=2)(C2C=CC=CC=2)C2C=CC=CC=2)[P](C2C=CC=CC=2)(C2C=CC=CC=2)C2C=CC=CC=2)(C2C=CC=CC=2)C2C=CC=CC=2)=CC=1. The product is [Cl:8][C:6]1[CH:5]=[CH:4][C:3]([CH2:9][C:10]([O:12][CH2:13][C:14]2[CH:19]=[CH:18][CH:17]=[CH:16][CH:15]=2)=[O:11])=[C:2]([C:22]2[CH:23]=[CH:24][S:20][CH:21]=2)[CH:7]=1. The yield is 0.830. (4) The reactants are [CH2:1]([O:3][C:4]([C:6]1[C:10]([CH3:11])=[C:9]([C:12]2[S:13][C:14](Br)=[CH:15][CH:16]=2)[N:8]([C:18]2[CH:23]=[CH:22][C:21]([Cl:24])=[CH:20][C:19]=2[Cl:25])[N:7]=1)=[O:5])[CH3:2].[CH3:26][C:27]([CH3:32])([CH3:31])[CH2:28][C:29]#C.C(N)CO.O. The catalyst is C1COCC1.Cl[Pd](Cl)([P](C1C=CC=CC=1)(C1C=CC=CC=1)C1C=CC=CC=1)[P](C1C=CC=CC=1)(C1C=CC=CC=1)C1C=CC=CC=1.[Cu]I.C(OCC)C. The product is [CH2:1]([O:3][C:4]([C:6]1[C:10]([CH3:11])=[C:9]([C:12]2[S:13][C:14]([C:29]#[C:28][C:27]([CH3:32])([CH3:31])[CH3:26])=[CH:15][CH:16]=2)[N:8]([C:18]2[CH:23]=[CH:22][C:21]([Cl:24])=[CH:20][C:19]=2[Cl:25])[N:7]=1)=[O:5])[CH3:2]. The yield is 0.800. (5) The reactants are C(=O)([O-])[O-].[K+].[K+].Cl.[F:8][C:9]1[CH:14]=[CH:13][C:12]([C:15]2[CH2:16][CH2:17][NH:18][CH2:19][CH:20]=2)=[CH:11][CH:10]=1.[CH2:21](Br)[C:22]1[CH:27]=[CH:26][CH:25]=[CH:24][CH:23]=1. The catalyst is C(O)C. The product is [CH2:21]([N:18]1[CH2:17][CH:16]=[C:15]([C:12]2[CH:13]=[CH:14][C:9]([F:8])=[CH:10][CH:11]=2)[CH2:20][CH2:19]1)[C:22]1[CH:27]=[CH:26][CH:25]=[CH:24][CH:23]=1. The yield is 0.710. (6) The reactants are [F:1][C:2]([F:13])([F:12])[C:3]1[CH:11]=[C:10]2[C:6]([CH:7]=[CH:8][NH:9]2)=[CH:5][CH:4]=1.[F:14][C:15]([F:26])([F:25])[C:16](O[C:16](=[O:17])[C:15]([F:26])([F:25])[F:14])=[O:17].O. The catalyst is O1CCCC1. The product is [F:14][C:15]([F:26])([F:25])[C:16]([C:7]1[C:6]2[C:10](=[CH:11][C:3]([C:2]([F:1])([F:12])[F:13])=[CH:4][CH:5]=2)[NH:9][CH:8]=1)=[O:17]. The yield is 0.970. (7) The reactants are [OH:1][CH2:2][CH:3]([NH:5][C:6]([C:8]1[CH:9]=[C:10]([C:14]#[C:15][CH2:16][CH2:17][CH2:18][C:19]([OH:21])=O)[CH:11]=[CH:12][CH:13]=1)=[O:7])[CH3:4].Cl.[CH3:23][NH2:24]. No catalyst specified. The product is [CH3:23][NH:24][C:19]([CH2:18][CH2:17][CH2:16][C:15]#[C:14][C:10]1[CH:9]=[C:8]([CH:13]=[CH:12][CH:11]=1)[C:6]([NH:5][CH:3]([CH3:4])[CH2:2][OH:1])=[O:7])=[O:21]. The yield is 0.530. (8) The reactants are [C:1]([C:4]1[CH:5]=[C:6]([CH:9]=[CH:10][CH:11]=1)[CH2:7]Br)(=[O:3])[CH3:2].[Na].[C:13]([O:19][CH2:20][CH3:21])(=[O:18])[CH2:14][C:15]([CH3:17])=[O:16]. The catalyst is O1CCCC1. The product is [C:1]([C:4]1[CH:5]=[C:6]([CH:9]=[CH:10][CH:11]=1)[CH2:7][CH:14]([C:15](=[O:16])[CH3:17])[C:13]([O:19][CH2:20][CH3:21])=[O:18])(=[O:3])[CH3:2]. The yield is 0.490. (9) The reactants are [NH2:1][C:2]1[N:7]=[CH:6][N:5]=[C:4]2[N:8]([CH:12]([C:14]3[O:15][C:16]4[C:21]([C:22](=[O:31])[C:23]=3[C:24]3[CH:29]=[CH:28][CH:27]=[C:26]([F:30])[CH:25]=3)=[CH:20][CH:19]=[CH:18][CH:17]=4)[CH3:13])[N:9]=[C:10](I)[C:3]=12.[CH3:32][C:33]1[C:41]2[C:36](=[CH:37][C:38](B3OC(C)(C)C(C)(C)O3)=[CH:39][CH:40]=2)[NH:35][N:34]=1.C(=O)([O-])[O-].[Na+].[Na+].ClCCl. The catalyst is CN(C=O)C.C(O)C.O. The product is [NH2:1][C:2]1[N:7]=[CH:6][N:5]=[C:4]2[N:8]([CH:12]([C:14]3[O:15][C:16]4[C:21]([C:22](=[O:31])[C:23]=3[C:24]3[CH:29]=[CH:28][CH:27]=[C:26]([F:30])[CH:25]=3)=[CH:20][CH:19]=[CH:18][CH:17]=4)[CH3:13])[N:9]=[C:10]([C:38]3[CH:37]=[C:36]4[C:41]([C:33]([CH3:32])=[N:34][NH:35]4)=[CH:40][CH:39]=3)[C:3]=12. The yield is 0.230.